Task: Predict the reactants needed to synthesize the given product.. Dataset: Full USPTO retrosynthesis dataset with 1.9M reactions from patents (1976-2016) (1) Given the product [F:39][C:38]1[CH:37]=[C:36]([C:4](=[O:5])[NH:2][C:1]2[S:24][CH:25]=[C:21]([C:8]3[CH:9]=[CH:10][CH:11]=[C:12]([CH:13]([O:19][CH3:20])[CH2:14][CH2:15][CH2:16][CH2:17][CH3:18])[C:7]=3[F:6])[N:22]=2)[CH:35]=[C:34]([F:41])[C:33]=1[CH:32]=[C:31]([CH3:42])[C:30]([O:29][CH2:27][CH3:28])=[O:43], predict the reactants needed to synthesize it. The reactants are: [CH3:1][N:2]([CH:4]=[O:5])C.[F:6][C:7]1[C:12]([CH:13]([O:19][CH3:20])[CH2:14][CH2:15][CH2:16][CH2:17][CH3:18])=[CH:11][CH:10]=[CH:9][C:8]=1[C:21]1[N:22]=C(N)[S:24][CH:25]=1.[CH2:27]([O:29][C:30](=[O:43])[C:31]([CH3:42])=[CH:32][C:33]1[C:38]([F:39])=[CH:37][C:36](Br)=[CH:35][C:34]=1[F:41])[CH3:28].C(N(CC)CC)C. (2) Given the product [Br:19][C:9]1[CH:8]=[CH:7][C:5]([NH2:6])=[C:4]([N+:1]([O-:3])=[O:2])[CH:10]=1, predict the reactants needed to synthesize it. The reactants are: [N+:1]([C:4]1[CH:10]=[CH:9][CH:8]=[CH:7][C:5]=1[NH2:6])([O-:3])=[O:2].O.O.O.C([O-])(=O)C.[Na+].[Br:19]Br.O. (3) Given the product [F:8][C:7]1[C:2]([F:1])=[C:3]2[C:4]([CH:12]=[CH:11][C:10](=[O:19])[NH:9]2)=[CH:5][CH:6]=1, predict the reactants needed to synthesize it. The reactants are: [F:1][C:2]1[C:7]([F:8])=[CH:6][CH:5]=[CH:4][C:3]=1[NH:9][C:10](=[O:19])[CH:11]=[CH:12]C1C=CC=CC=1.[Cl-].[Cl-].[Cl-].[Al+3].BrC1C=C2C(C=CC(=O)N2)=CC=1. (4) The reactants are: [OH:1][C:2]1[CH:10]=[CH:9][C:5]([C:6]([OH:8])=[O:7])=[CH:4][C:3]=1[C:11]([F:14])([F:13])[F:12].C(=O)([O-])[O-].[K+].[K+].CN(C=O)C.[CH2:26](Cl)[C:27]1[CH:32]=[CH:31][CH:30]=[CH:29][CH:28]=1. Given the product [CH2:26]([O:1][C:2]1[CH:10]=[CH:9][C:5]([C:6]([OH:8])=[O:7])=[CH:4][C:3]=1[C:11]([F:12])([F:13])[F:14])[C:27]1[CH:32]=[CH:31][CH:30]=[CH:29][CH:28]=1, predict the reactants needed to synthesize it.